Dataset: Forward reaction prediction with 1.9M reactions from USPTO patents (1976-2016). Task: Predict the product of the given reaction. (1) Given the reactants [CH3:1][C:2]1[N:6]([CH:7]2[CH2:13][CH:12]3[N:14]([CH2:15][CH2:16][C:17]4([C:23]5[CH:28]=[CH:27][CH:26]=[CH:25][CH:24]=5)[CH2:22][CH2:21][NH:20][CH2:19][CH2:18]4)[CH:9]([CH2:10][CH2:11]3)[CH2:8]2)[C:5]2[CH:29]=[CH:30][CH:31]=[CH:32][C:4]=2[N:3]=1.[N:33]1[CH:38]=[CH:37][CH:36]=[C:35]2[C:39](O[C:42](=[O:43])[C:34]=12)=[O:40].C([N:46](CC)CC)C.N.CN(C(ON1N=NC2C=CC=NC1=2)=[N+](C)C)C.F[P-](F)(F)(F)(F)F, predict the reaction product. The product is: [CH3:1][C:2]1[N:6]([CH:7]2[CH2:13][CH:12]3[N:14]([CH2:15][CH2:16][C:17]4([C:23]5[CH:28]=[CH:27][CH:26]=[CH:25][CH:24]=5)[CH2:18][CH2:19][N:20]([C:42]([C:34]5[N:33]=[CH:38][CH:37]=[CH:36][C:35]=5[C:39]([NH2:46])=[O:40])=[O:43])[CH2:21][CH2:22]4)[CH:9]([CH2:10][CH2:11]3)[CH2:8]2)[C:5]2[CH:29]=[CH:30][CH:31]=[CH:32][C:4]=2[N:3]=1. (2) The product is: [F:28][C:25]([F:26])([F:27])[C:21]1[CH:20]=[C:19]([CH:24]=[CH:23][CH:22]=1)[O:18][CH:16]1[CH2:17][NH:14][CH2:15]1. Given the reactants C([N:14]1[CH2:17][CH:16]([O:18][C:19]2[CH:24]=[CH:23][CH:22]=[C:21]([C:25]([F:28])([F:27])[F:26])[CH:20]=2)[CH2:15]1)(C1C=CC=CC=1)C1C=CC=CC=1, predict the reaction product. (3) Given the reactants [C:1]([O:9][CH:10]([CH2:13][O:14][C@H:15]1[O:44][C@H:43]([CH2:45][O:46][CH2:47][C:48]2[CH:53]=[CH:52][CH:51]=[CH:50][CH:49]=2)[C@@H:34]([O:35][CH2:36][C:37]2[CH:42]=[CH:41][CH:40]=[CH:39][CH:38]=2)[C@H:25]([O:26][CH2:27][C:28]2[CH:33]=[CH:32][CH:31]=[CH:30][CH:29]=2)[C@@H:16]1[O:17][CH2:18][C:19]1[CH:24]=[CH:23][CH:22]=[CH:21][CH:20]=1)[CH2:11][OH:12])(=[O:8])[C:2]1[CH:7]=[CH:6][CH:5]=[CH:4][CH:3]=1.P([O-])([O-])[O-].IN1[C:63](=[O:64])[CH2:62][CH2:61][C:60]1=[O:65].FC(F)(F)S(O)(=O)=O, predict the reaction product. The product is: [C:1]([O:9][CH:10]([CH2:11][O:12][C@H:60]1[O:65][C@H:11]([CH2:10][O:9][CH2:1][C:2]2[CH:3]=[CH:4][CH:5]=[CH:6][CH:7]=2)[C@@H:63]([O:64][CH2:36][C:37]2[CH:38]=[CH:39][CH:40]=[CH:41][CH:42]=2)[C@H:62]([O:17][CH2:18][C:19]2[CH:24]=[CH:23][CH:22]=[CH:21][CH:20]=2)[C@@H:61]1[O:26][CH2:27][C:28]1[CH:29]=[CH:30][CH:31]=[CH:32][CH:33]=1)[CH2:13][O:14][C@H:15]1[O:44][C@H:43]([CH2:45][O:46][CH2:47][C:48]2[CH:49]=[CH:50][CH:51]=[CH:52][CH:53]=2)[C@@H:34]([O:35][CH2:36][C:37]2[CH:38]=[CH:39][CH:40]=[CH:41][CH:42]=2)[C@H:25]([O:26][CH2:27][C:28]2[CH:29]=[CH:30][CH:31]=[CH:32][CH:33]=2)[C@@H:16]1[O:17][CH2:18][C:19]1[CH:24]=[CH:23][CH:22]=[CH:21][CH:20]=1)(=[O:8])[C:2]1[CH:7]=[CH:6][CH:5]=[CH:4][CH:3]=1. (4) Given the reactants Cl.[Cl:2][C:3]1[CH:8]=[C:7]([Cl:9])[CH:6]=[CH:5][C:4]=1[NH:10][NH2:11].[Cl:12][C:13]1[CH:18]=[CH:17][C:16]([C:19](=O)[CH:20]([S:28][CH3:29])[C:21](=O)[C:22]([O:24][CH2:25][CH3:26])=[O:23])=[CH:15][CH:14]=1, predict the reaction product. The product is: [Cl:12][C:13]1[CH:18]=[CH:17][C:16]([C:19]2[N:10]([C:4]3[CH:5]=[CH:6][C:7]([Cl:9])=[CH:8][C:3]=3[Cl:2])[N:11]=[C:21]([C:22]([O:24][CH2:25][CH3:26])=[O:23])[C:20]=2[S:28][CH3:29])=[CH:15][CH:14]=1.